Dataset: Forward reaction prediction with 1.9M reactions from USPTO patents (1976-2016). Task: Predict the product of the given reaction. Given the reactants [Cl:1][C:2]1[CH:7]=[CH:6][C:5]([CH:8]=[CH:9][C:10]2[O:11][CH:12]=[C:13]([CH2:15][OH:16])[N:14]=2)=[C:4]([F:17])[CH:3]=1.CC(C)([O-])C.[Na+].Cl[C:25]1[N:30]=[CH:29][C:28]([CH2:31][CH2:32][CH2:33][CH2:34][N:35]2[CH:39]=[CH:38][N:37]=[N:36]2)=[CH:27][N:26]=1.C(OCC)(=O)C, predict the reaction product. The product is: [Cl:1][C:2]1[CH:7]=[CH:6][C:5]([CH:8]=[CH:9][C:10]2[O:11][CH:12]=[C:13]([CH2:15][O:16][C:25]3[N:30]=[CH:29][C:28]([CH2:31][CH2:32][CH2:33][CH2:34][N:35]4[CH:39]=[CH:38][N:37]=[N:36]4)=[CH:27][N:26]=3)[N:14]=2)=[C:4]([F:17])[CH:3]=1.